Dataset: Forward reaction prediction with 1.9M reactions from USPTO patents (1976-2016). Task: Predict the product of the given reaction. Given the reactants [N:1]1([C:6]([C:8]2[S:12][C:11]([C:13]3(O)[CH2:22][CH2:21][C:16]4([O:20][CH2:19][CH2:18][O:17]4)[CH2:15][CH2:14]3)=[N:10][CH:9]=2)=[O:7])[CH2:5][CH2:4][CH2:3][CH2:2]1.S(Cl)([Cl:26])=O, predict the reaction product. The product is: [Cl:26][C:13]1([C:11]2[S:12][C:8]([C:6]([N:1]3[CH2:5][CH2:4][CH2:3][CH2:2]3)=[O:7])=[CH:9][N:10]=2)[CH2:22][CH2:21][C:16]2([O:20][CH2:19][CH2:18][O:17]2)[CH2:15][CH2:14]1.